Dataset: Reaction yield outcomes from USPTO patents with 853,638 reactions. Task: Predict the reaction yield, written as a fraction of the theoretical maximum amount of product (1.0 means a 100% yield; for example, 0.34 means a 34% yield). (1) The reactants are [CH:1]1([N:4]2[C:8]3[C:9]([O:22][C@@H:23]([C@H:25]4[CH2:29][NH:28][C:27](=[O:30])[CH2:26]4)[CH3:24])=[CH:10][C:11](B4OC(C)(C)C(C)(C)O4)=[CH:12][C:7]=3[N:6]=[CH:5]2)[CH2:3][CH2:2]1.Br[C:32]1[S:33][C:34]([CH3:38])=[C:35]([CH3:37])[N:36]=1.C([O-])([O-])=O.[Na+].[Na+].N#N. The catalyst is C1C=CC([P]([Pd]([P](C2C=CC=CC=2)(C2C=CC=CC=2)C2C=CC=CC=2)([P](C2C=CC=CC=2)(C2C=CC=CC=2)C2C=CC=CC=2)[P](C2C=CC=CC=2)(C2C=CC=CC=2)C2C=CC=CC=2)(C2C=CC=CC=2)C2C=CC=CC=2)=CC=1.C(Cl)Cl.COCCOC. The product is [CH:1]1([N:4]2[C:8]3[C:9]([O:22][C@@H:23]([C@H:25]4[CH2:29][NH:28][C:27](=[O:30])[CH2:26]4)[CH3:24])=[CH:10][C:11]([C:32]4[S:33][C:34]([CH3:38])=[C:35]([CH3:37])[N:36]=4)=[CH:12][C:7]=3[N:6]=[CH:5]2)[CH2:3][CH2:2]1. The yield is 0.484. (2) The reactants are [NH:1]1C2C(=CC=CC=2)[C:4](=[O:5])[C:2]1=O.[I:12][C:13]1[CH:19]=[CH:18][CH:17]=[CH:16][C:14]=1[NH2:15].ClC(Cl)(Cl)C(O)[OH:23].Cl.NO.S([O-])([O-])(=O)=O.[Na+].[Na+]. No catalyst specified. The product is [OH:23][N:1]=[CH:2][C:4]([NH:15][C:14]1[CH:16]=[CH:17][CH:18]=[CH:19][C:13]=1[I:12])=[O:5]. The yield is 0.830. (3) The reactants are [Cl-].O[NH3+:3].[C:4](=[O:7])([O-])[OH:5].[Na+].CS(C)=O.[F:13][CH2:14][CH2:15][O:16][C:17]1[CH:22]=[CH:21][C:20]([N:23]2[C:28](=[O:29])[C:27]([CH2:30][C:31]3[CH:36]=[CH:35][C:34]([C:37]4[C:38]([C:43]#[N:44])=[CH:39][CH:40]=[CH:41][CH:42]=4)=[CH:33][CH:32]=3)=[C:26]([CH2:45][CH2:46][CH3:47])[N:25]=[C:24]2[CH3:48])=[CH:19][CH:18]=1. The catalyst is C(OCC)(=O)C. The product is [CH2:45]([C:26]1[N:25]=[C:24]([CH3:48])[N:23]([C:20]2[CH:21]=[CH:22][C:17]([O:16][CH2:15][CH2:14][F:13])=[CH:18][CH:19]=2)[C:28](=[O:29])[C:27]=1[CH2:30][C:31]1[CH:36]=[CH:35][C:34]([C:37]2[CH:42]=[CH:41][CH:40]=[CH:39][C:38]=2[C:43]2[NH:3][C:4](=[O:7])[O:5][N:44]=2)=[CH:33][CH:32]=1)[CH2:46][CH3:47]. The yield is 0.880. (4) The reactants are [CH3:1][O:2][C:3]1[CH:4]=[CH:5][C:6]([C:9]([OH:11])=O)=[CH:7][CH:8]=1.[C:12](Cl)(=O)C(Cl)=O.CCl.[NH2:20][CH2:21][C:22](=[O:28])[CH2:23][CH2:24][C:25]([OH:27])=[O:26].C(N(CC)CC)C. The catalyst is ClCCl.CN(C)C=O. The product is [CH3:12][O:26][C:25](=[O:27])[CH2:24][CH2:23][C:22]([CH2:21][NH:20][C:9](=[O:11])[C:6]1[CH:7]=[CH:8][C:3]([O:2][CH3:1])=[CH:4][CH:5]=1)=[O:28]. The yield is 0.840. (5) The reactants are CC(OI1(OC(C)=O)(OC(C)=O)OC(=O)C2C=CC=CC1=2)=O.[C:23]([O:27][C:28](=[O:41])[NH:29][C:30]([C:34]1[CH:39]=[CH:38][CH:37]=[C:36]([Br:40])[CH:35]=1)([CH3:33])[CH2:31][OH:32])([CH3:26])([CH3:25])[CH3:24]. The catalyst is C(Cl)Cl. The product is [C:23]([O:27][C:28](=[O:41])[NH:29][C:30]([C:34]1[CH:39]=[CH:38][CH:37]=[C:36]([Br:40])[CH:35]=1)([CH3:33])[CH:31]=[O:32])([CH3:24])([CH3:25])[CH3:26]. The yield is 0.880. (6) The reactants are Cl.[N+:2]([C:5]1[CH:10]=[CH:9][C:8]([N:11]2[CH2:16][CH2:15][NH:14][CH2:13][CH2:12]2)=[CH:7][CH:6]=1)([O-:4])=[O:3].C(N(CC)CC)C.[CH3:24][C:25]([O:28][C:29](O[C:29]([O:28][C:25]([CH3:27])([CH3:26])[CH3:24])=[O:30])=[O:30])([CH3:27])[CH3:26].O. The catalyst is C(Cl)Cl. The product is [N+:2]([C:5]1[CH:6]=[CH:7][C:8]([N:11]2[CH2:16][CH2:15][N:14]([C:29]([O:28][C:25]([CH3:27])([CH3:26])[CH3:24])=[O:30])[CH2:13][CH2:12]2)=[CH:9][CH:10]=1)([O-:4])=[O:3]. The yield is 0.780.